This data is from Full USPTO retrosynthesis dataset with 1.9M reactions from patents (1976-2016). The task is: Predict the reactants needed to synthesize the given product. (1) Given the product [CH2:4]([C:3]1[CH:2]=[C:1]([C:6]2([C:17]3[CH:16]=[CH:15][C:14]([OH:19])=[C:13]([CH2:11][CH3:12])[CH:18]=3)[CH2:9][CH:8]([CH2:12][CH2:11][CH2:13][CH2:18][CH3:17])[CH2:7]2)[CH:16]=[CH:15][C:14]=1[OH:19])[CH3:5], predict the reactants needed to synthesize it. The reactants are: [CH2:1]([CH:6]1[CH2:9][C:8](=O)[CH2:7]1)[CH2:2][CH2:3][CH2:4][CH3:5].[CH2:11]([C:13]1[CH:18]=[CH:17][CH:16]=[CH:15][C:14]=1[OH:19])[CH3:12].S(=O)(=O)(O)O. (2) Given the product [OH:33][CH2:32][C@@H:30]([NH:31][C:19]1[CH:18]=[CH:17][NH:16][C:15](=[O:21])[C:14]=1[C:12]1[NH:11][C:10]2[CH:22]=[C:6]([N:1]3[CH:5]=[CH:4][N:3]=[CH:2]3)[CH:7]=[C:8]([CH3:23])[C:9]=2[N:13]=1)[C:24]1[CH:29]=[CH:28][CH:27]=[CH:26][CH:25]=1, predict the reactants needed to synthesize it. The reactants are: [N:1]1([C:6]2[CH:7]=[C:8]([CH3:23])[C:9]3[N:13]=[C:12]([C:14]4[C:15](=[O:21])[NH:16][CH:17]=[CH:18][C:19]=4I)[NH:11][C:10]=3[CH:22]=2)[CH:5]=[CH:4][N:3]=[CH:2]1.[C:24]1([C@@H:30]([CH2:32][OH:33])[NH2:31])[CH:29]=[CH:28][CH:27]=[CH:26][CH:25]=1.CN1CCOCC1. (3) The reactants are: [CH3:1][N:2]1[CH2:7][CH2:6][N:5]([C:8]2[C:16]3[C:11](=[CH:12][CH:13]=[C:14]([C:17]([O-:19])=O)[CH:15]=3)[NH:10][N:9]=2)[CH2:4][CH2:3]1.[Li+].C(Cl)CCl.C1C=CC2N(O)N=NC=2C=1.CCN(CC)CC.[C:42]1([C:48]2[CH:54]=[CH:53][C:51]([NH2:52])=[CH:50][CH:49]=2)[CH:47]=[CH:46][CH:45]=[CH:44][CH:43]=1. Given the product [C:48]1([C:42]2[CH:47]=[CH:46][CH:45]=[CH:44][CH:43]=2)[CH:49]=[CH:50][C:51]([NH:52][C:17]([C:14]2[CH:15]=[C:16]3[C:11](=[CH:12][CH:13]=2)[NH:10][N:9]=[C:8]3[N:5]2[CH2:4][CH2:3][N:2]([CH3:1])[CH2:7][CH2:6]2)=[O:19])=[CH:53][CH:54]=1, predict the reactants needed to synthesize it. (4) The reactants are: [CH3:1][CH:2]([CH3:4])[O-:3].[Yb+3:5].[CH3:6][CH:7]([CH3:9])[O-:8].[CH3:10][CH:11]([CH3:13])[O-:12].[CH3:14][O:15][CH2:16][CH2:17]O. Given the product [CH3:1][CH:2]([CH3:4])[O-:3].[Yb+3:5].[CH3:6][CH:7]([CH3:9])[O-:8].[CH3:10][CH:11]([CH3:13])[O-:12].[CH3:14][O:15][CH:16]([CH3:17])[O-:3].[Yb+3:5].[CH3:14][O:15][CH:16]([CH3:17])[O-:3].[CH3:14][O:15][CH:16]([CH3:17])[O-:3], predict the reactants needed to synthesize it. (5) Given the product [NH2:8][C:5]1[N:6]=[CH:7][C:2]([C:21]2[S:22][C:23]([C:24]([O:26][CH3:27])=[O:25])=[C:19]([N:18]([C:16]([C@H:13]3[CH2:14][CH2:15][C@H:10]([CH3:9])[CH2:11][CH2:12]3)=[O:17])[CH:31]([CH3:33])[CH3:32])[CH:20]=2)=[CH:3][CH:4]=1, predict the reactants needed to synthesize it. The reactants are: I[C:2]1[CH:3]=[CH:4][C:5]([NH2:8])=[N:6][CH:7]=1.[CH3:9][C@H:10]1[CH2:15][CH2:14][C@H:13]([C:16]([N:18]([CH:31]([CH3:33])[CH3:32])[C:19]2[CH:20]=[C:21](B(O)O)[S:22][C:23]=2[C:24]([O:26][CH3:27])=[O:25])=[O:17])[CH2:12][CH2:11]1.[F-].[Cs+].